From a dataset of Retrosynthesis with 50K atom-mapped reactions and 10 reaction types from USPTO. Predict the reactants needed to synthesize the given product. (1) Given the product N#Cc1cc(Cl)cc(COC(=O)N2CCC(N)CC2)c1, predict the reactants needed to synthesize it. The reactants are: CC(C)(C)OC(=O)NC1CCN(C(=O)OCc2cc(Cl)cc(C#N)c2)CC1. (2) Given the product COC(=O)C(CC(C)C)c1cc(Oc2cccc(C(F)(F)F)c2)cc(-c2cc(C(F)(F)F)cc(C(F)(F)F)c2)c1, predict the reactants needed to synthesize it. The reactants are: COC(=O)C(CC(C)C)c1cc(O)cc(-c2cc(C(F)(F)F)cc(C(F)(F)F)c2)c1.OB(O)c1cccc(C(F)(F)F)c1. (3) Given the product COc1ccc2c3c(c(=O)oc2c1)CN(Cc1ccc(Cl)c(Cl)c1)CC3, predict the reactants needed to synthesize it. The reactants are: COc1ccc2c3c(c(=O)oc2c1)CNCC3.O=Cc1ccc(Cl)c(Cl)c1. (4) The reactants are: CC(C)(C)OC(=O)Cc1ccc(Oc2ccc(C(=O)Nc3ccc(Cl)c(Cl)c3)cc2)c(CNS(C)(=O)=O)c1. Given the product CS(=O)(=O)NCc1cc(CC(=O)O)ccc1Oc1ccc(C(=O)Nc2ccc(Cl)c(Cl)c2)cc1, predict the reactants needed to synthesize it. (5) The reactants are: CCOc1ccc(CC(=O)Nc2cc(N(C)C(=O)CC(C)C)ccc2[N+](=O)[O-])cc1. Given the product CCOc1ccc(CC(=O)Nc2cc(N(C)C(=O)CC(C)C)ccc2N)cc1, predict the reactants needed to synthesize it.